This data is from Full USPTO retrosynthesis dataset with 1.9M reactions from patents (1976-2016). The task is: Predict the reactants needed to synthesize the given product. (1) Given the product [CH2:7]([N:14]1[CH2:32][CH2:31][C:17]2([CH2:21][N:20]([CH3:23])[CH2:19][CH:18]2[C:25]2[CH:30]=[CH:29][CH:28]=[CH:27][CH:26]=2)[CH2:16][CH2:15]1)[C:8]1[CH:9]=[CH:10][CH:11]=[CH:12][CH:13]=1, predict the reactants needed to synthesize it. The reactants are: [H-].[Al+3].[Li+].[H-].[H-].[H-].[CH2:7]([N:14]1[CH2:32][CH2:31][C:17]2([C:21](=O)[N:20]([CH3:23])[C:19](=O)[CH:18]2[C:25]2[CH:30]=[CH:29][CH:28]=[CH:27][CH:26]=2)[CH2:16][CH2:15]1)[C:8]1[CH:13]=[CH:12][CH:11]=[CH:10][CH:9]=1.[OH-].[Na+]. (2) Given the product [Br:13][C:14]1[CH:19]=[CH:18][C:17]([C:23]([OH:25])=[O:24])=[C:16]([F:20])[C:15]=1[O:21][CH3:22], predict the reactants needed to synthesize it. The reactants are: [Li]CCCC.N(C(C)C)C(C)C.[Br:13][C:14]1[CH:19]=[CH:18][CH:17]=[C:16]([F:20])[C:15]=1[O:21][CH3:22].[C:23](=[O:25])=[O:24].